This data is from Forward reaction prediction with 1.9M reactions from USPTO patents (1976-2016). The task is: Predict the product of the given reaction. (1) Given the reactants [CH3:1][O:2][C:3]([C@@H:5]1[C@H:7]([C:8]2[CH:13]=[CH:12][CH:11]=[CH:10][CH:9]=2)[C@H:6]1[C:14]1[CH:19]=[CH:18][C:17]([Br:20])=[CH:16][CH:15]=1)=[O:4].[Li+].CC([N-]C(C)C)C.C(Cl)(Cl)(Cl)[Cl:30], predict the reaction product. The product is: [CH3:1][O:2][C:3]([C@:5]1([Cl:30])[C@H:7]([C:8]2[CH:13]=[CH:12][CH:11]=[CH:10][CH:9]=2)[C@H:6]1[C:14]1[CH:15]=[CH:16][C:17]([Br:20])=[CH:18][CH:19]=1)=[O:4]. (2) Given the reactants Cl[C:2]1[CH:7]=[C:6]([N:8]2[CH2:13][CH2:12][O:11][CH2:10][CH2:9]2)[N:5]2[N:14]=[C:15]([C:17]3[CH:18]=[N:19][C:20]([N:23]4[CH2:28][CH2:27][O:26][CH2:25][CH2:24]4)=[CH:21][CH:22]=3)[CH:16]=[C:4]2[N:3]=1.O.[NH2:30][NH2:31].O1[CH2:37][CH2:36]OCC1, predict the reaction product. The product is: [CH3:4][C:16]1[CH:15]=[C:17]([CH:22]=[CH:36][CH:37]=1)[CH:18]=[N:30][NH:31][C:2]1[CH:7]=[C:6]([N:8]2[CH2:13][CH2:12][O:11][CH2:10][CH2:9]2)[N:5]2[N:14]=[C:15]([C:17]3[CH:18]=[N:19][C:20]([N:23]4[CH2:28][CH2:27][O:26][CH2:25][CH2:24]4)=[CH:21][CH:22]=3)[CH:16]=[C:4]2[N:3]=1. (3) Given the reactants [CH2:1]([O:8][C@H:9]([C@H:12]([C@H:21]([C@@H:30]([CH2:32][O:33][CH2:34][C:35]1[CH:40]=[CH:39][CH:38]=[CH:37][CH:36]=1)[OH:31])[O:22][CH2:23][C:24]1[CH:29]=[CH:28][CH:27]=[CH:26][CH:25]=1)[O:13][CH2:14][C:15]1[CH:20]=[CH:19][CH:18]=[CH:17][CH:16]=1)[CH2:10][OH:11])[C:2]1[CH:7]=[CH:6][CH:5]=[CH:4][CH:3]=1.[S:41](Cl)([CH3:44])(=[O:43])=[O:42], predict the reaction product. The product is: [CH2:1]([O:8][C@H:9]([C@H:12]([C@H:21]([C@@H:30]([CH2:32][O:33][CH2:34][C:35]1[CH:36]=[CH:37][CH:38]=[CH:39][CH:40]=1)[O:31][S:41]([CH3:44])(=[O:43])=[O:42])[O:22][CH2:23][C:24]1[CH:25]=[CH:26][CH:27]=[CH:28][CH:29]=1)[O:13][CH2:14][C:15]1[CH:20]=[CH:19][CH:18]=[CH:17][CH:16]=1)[CH2:10][O:11][S:41]([CH3:44])(=[O:43])=[O:42])[C:2]1[CH:3]=[CH:4][CH:5]=[CH:6][CH:7]=1. (4) Given the reactants [Br:1][C:2]1[C:7]([CH3:8])=[CH:6][CH:5]=[CH:4][N:3]=1.C1C=C(Cl)C=C(C(OO)=[O:17])C=1.[OH-].[Na+], predict the reaction product. The product is: [Br:1][C:2]1[C:7]([CH3:8])=[CH:6][CH:5]=[CH:4][N+:3]=1[O-:17]. (5) Given the reactants [CH:1]1([NH:6][C:7]([C:9]2[CH:14]=[CH:13][C:12](B(O)O)=[CH:11][CH:10]=2)=[O:8])[CH2:5][CH2:4][CH2:3][CH2:2]1.Br[C:19]1[CH:24]=[CH:23][C:22]([O:25][CH2:26][CH:27]2[CH2:32][CH2:31][N:30]([C:33]([O:35][CH:36]([CH3:38])[CH3:37])=[O:34])[CH2:29][CH2:28]2)=[CH:21][CH:20]=1, predict the reaction product. The product is: [CH:1]1([NH:6][C:7]([C:9]2[CH:14]=[CH:13][C:12]([C:19]3[CH:20]=[CH:21][C:22]([O:25][CH2:26][CH:27]4[CH2:28][CH2:29][N:30]([C:33]([O:35][CH:36]([CH3:38])[CH3:37])=[O:34])[CH2:31][CH2:32]4)=[CH:23][CH:24]=3)=[CH:11][CH:10]=2)=[O:8])[CH2:5][CH2:4][CH2:3][CH2:2]1.